From a dataset of Reaction yield outcomes from USPTO patents with 853,638 reactions. Predict the reaction yield, written as a fraction of the theoretical maximum amount of product (1.0 means a 100% yield; for example, 0.34 means a 34% yield). (1) The reactants are C(=O)([O-])[O-].[K+].[K+].Cl.[NH2:8][OH:9].[CH2:10]([O:17][CH2:18][C:19]([NH:23][S:24]([C:26]([CH3:29])([CH3:28])[CH3:27])=[O:25])([C:21]#[N:22])[CH3:20])[C:11]1[CH:16]=[CH:15][CH:14]=[CH:13][CH:12]=1.[O-][Mn](=O)(=O)=O.[K+]. The catalyst is C(O)C.C(OCC)(=O)C. The product is [CH2:10]([O:17][CH2:18][C:19]([NH:23][S:24]([C:26]([CH3:29])([CH3:28])[CH3:27])=[O:25])([CH3:20])[C:21](=[N:8][OH:9])[NH2:22])[C:11]1[CH:12]=[CH:13][CH:14]=[CH:15][CH:16]=1. The yield is 0.810. (2) The reactants are [C:1]([O:4][C:5](=[O:7])[CH3:6])(=[O:3])C.[CH2:8](C(O)=O)[C:9](CC(O)=O)=[O:10]. The catalyst is C(O)(=O)C. The product is [CH3:8][C:9]([CH:6]1[C:1](=[O:3])[O:4][C:5]1=[O:7])=[O:10]. The yield is 0.860.